Dataset: Reaction yield outcomes from USPTO patents with 853,638 reactions. Task: Predict the reaction yield, written as a fraction of the theoretical maximum amount of product (1.0 means a 100% yield; for example, 0.34 means a 34% yield). The reactants are [C:1]([O:5][C:6]([N:8]1[CH2:13][CH2:12][CH:11]([CH:14]([N:19]2[CH2:25][CH2:24][CH2:23][N:22]([C:26]3[C:27]([O:36][CH3:37])=[CH:28][CH:29]=[C:30]4[C:35]=3[N:34]=[CH:33][CH:32]=[CH:31]4)[CH2:21][CH2:20]2)[CH2:15][C:16]([OH:18])=O)[CH2:10][CH2:9]1)=[O:7])([CH3:4])([CH3:3])[CH3:2].[N:38]1([CH2:43][CH2:44][NH2:45])[CH2:42][CH2:41][CH2:40][CH2:39]1.C(N(CC)C(C)C)(C)C.CN(C(ON1N=NC2C=CC=NC1=2)=[N+](C)C)C.F[P-](F)(F)(F)(F)F. The catalyst is CN(C=O)C.O. The product is [CH3:37][O:36][C:27]1[C:26]([N:22]2[CH2:23][CH2:24][CH2:25][N:19]([CH:14]([CH:11]3[CH2:10][CH2:9][N:8]([C:6]([O:5][C:1]([CH3:3])([CH3:4])[CH3:2])=[O:7])[CH2:13][CH2:12]3)[CH2:15][C:16](=[O:18])[NH:45][CH2:44][CH2:43][N:38]3[CH2:42][CH2:41][CH2:40][CH2:39]3)[CH2:20][CH2:21]2)=[C:35]2[C:30]([CH:31]=[CH:32][CH:33]=[N:34]2)=[CH:29][CH:28]=1. The yield is 0.500.